This data is from Experimentally validated miRNA-target interactions with 360,000+ pairs, plus equal number of negative samples. The task is: Binary Classification. Given a miRNA mature sequence and a target amino acid sequence, predict their likelihood of interaction. (1) The miRNA is mmu-miR-541-5p with sequence AAGGGAUUCUGAUGUUGGUCACACU. The protein sequence of the target gene is MGSRASTLLRDEELEEIKKETGFSHSQITRLYSRFTSLDKGENGTLSREDFQRIPELAINPLGDRIINAFFSEGEDQVNFRGFMRTLAHFRPIEDNEKSKDVNGPEPLNSRSNKLHFAFRLYDLDKDDKISRDELLQVLRMMVGVNISDEQLGSIADRTIQEADQDGDSAISFTEFVKVLEKVDVEQKMSIRFLH. Result: 1 (interaction). (2) The miRNA is hsa-miR-19b-1-5p with sequence AGUUUUGCAGGUUUGCAUCCAGC. The protein sequence of the target gene is MSSTAAFYLLSTLGGYLVTSFLLLKYPTLLHQRKKQRFLSKHISHRGGAGENLENTMAAFQHAVKIGTDMLELDCHITKDEQVVVSHDENLKRATGVNVNISDLKYCELPPYLGKLDVSFQRACQCEGKDNRIPLLKEVFEAFPNTPINIDIKVNNNVLIKKVSELVKRYNREHLTVWGNANYEIVEKCYKENSDIPILFSLQRVLLILGLFFTGLLPFVPIREQFFEIPMPSIILKLKEPHTMSRSQKFLIWLSDLLLMRKALFDHLTARGIQVYIWVLNEEQEYKRAFDLGATGVMTD.... Result: 1 (interaction). (3) The miRNA is mmu-miR-378a-3p with sequence ACUGGACUUGGAGUCAGAAGG. The protein sequence of the target gene is MTGEKIRSLRRDHKPSKEEGDLLEPGDEEAAAALGGTFTRSRIGKGGKACHKIFSNHHHRLQLKAAPASSNPPGAPALPLHNSSVTANSQSPALLAGTNPVAVVADGGSCPAHYPVHECVFKGDVRRLSSLIRTHNIGQKDNHGNTPLHLAVMLGNKECAHLLLAHNAPVKVKNAQGWSPLAEAISYGDRQMITALLRKLKQQSRESVEEKRPRLLKALKELGDFYLELHWDFQSWVPLLSRILPSDACKIYKQGINIRLDTTLIDFTDMKCQRGDLSFIFNGDAAPSESFVVLDNEQKV.... Result: 0 (no interaction). (4) The miRNA is hsa-miR-6856-3p with sequence UACAGCCCUGUGAUCUUUCCAG. Result: 0 (no interaction). The protein sequence of the target gene is MGFGDLKSPAGLQVLNDYLADKSYIEGYVPSQADVAVFEAVSSPPPADLCHALRWYNHIKSYEKEKASLPGVKKALGKYGPADVEDTTGSGATDSKDDDDIDLFGSDDEEESEEAKRLREERLAQYESKKAKKPALVAKSSILLDVKPWDDETDMAKLEECVRSIQADGLVWGSSKLVPVGYGIKKLQIQCVVEDDKVGTDMLEEQITAFEDYVQSMDVAAFNKI.